From a dataset of Full USPTO retrosynthesis dataset with 1.9M reactions from patents (1976-2016). Predict the reactants needed to synthesize the given product. (1) Given the product [CH2:43]([O:42][C:40](=[O:41])[N:30]([CH2:29][C@H:23]([NH:22][C:21](=[O:50])[CH2:20][C:19](=[O:51])[NH:18][C:10]1[CH:11]=[C:12]([C:14]([F:15])([F:16])[F:17])[CH:13]=[C:8]([NH2:7])[CH:9]=1)[C@@H:24]([OH:28])[CH2:25][CH2:26][CH3:27])[CH2:31][C:32]1[CH:37]=[CH:36][C:35]([CH3:38])=[CH:34][C:33]=1[CH3:39])[C:44]1[CH:49]=[CH:48][CH:47]=[CH:46][CH:45]=1, predict the reactants needed to synthesize it. The reactants are: C(OC(=O)[NH:7][C:8]1[CH:13]=[C:12]([C:14]([F:17])([F:16])[F:15])[CH:11]=[C:10]([NH:18][C:19](=[O:51])[CH2:20][C:21](=[O:50])[NH:22][C@@H:23]([CH2:29][N:30]([C:40]([O:42][CH2:43][C:44]2[CH:49]=[CH:48][CH:47]=[CH:46][CH:45]=2)=[O:41])[CH2:31][C:32]2[CH:37]=[CH:36][C:35]([CH3:38])=[CH:34][C:33]=2[CH3:39])[C@@H:24]([OH:28])[CH2:25][CH2:26][CH3:27])[CH:9]=1)(C)(C)C.C(O)(C(F)(F)F)=O. (2) Given the product [CH:53]1([S:50]([NH:49][C:47]([C@@:11]23[CH2:46][C@H:10]2[CH:9]=[CH:8][CH2:7][CH2:6][CH2:5][CH2:4][CH2:3][C@H:2]([NH:1][C:68]([NH2:63])=[S:69])[C:16](=[O:17])[N:15]2[CH2:18][C@H:19]([O:21][C:22]4[C:23]5[O:40][C:39]6[CH:41]=[CH:42][CH:43]=[CH:44][C:38]=6[C:24]=5[N:25]=[C:26]([C:28]5[CH:29]=[CH:30][C:31]([O:34][CH:35]([CH3:37])[CH3:36])=[CH:32][CH:33]=5)[N:27]=4)[CH2:20][C@H:14]2[C:13](=[O:45])[NH:12]3)=[O:48])(=[O:51])=[O:52])[CH2:54][CH2:55]1, predict the reactants needed to synthesize it. The reactants are: [NH2:1][C@@H:2]1[C:16](=[O:17])[N:15]2[CH2:18][C@H:19]([O:21][C:22]3[C:23]4[O:40][C:39]5[CH:41]=[CH:42][CH:43]=[CH:44][C:38]=5[C:24]=4[N:25]=[C:26]([C:28]4[CH:33]=[CH:32][C:31]([O:34][CH:35]([CH3:37])[CH3:36])=[CH:30][CH:29]=4)[N:27]=3)[CH2:20][C@H:14]2[C:13](=[O:45])[NH:12][C@:11]2([C:47]([NH:49][S:50]([CH:53]3[CH2:55][CH2:54]3)(=[O:52])=[O:51])=[O:48])[CH2:46][C@H:10]2[CH:9]=[CH:8][CH2:7][CH2:6][CH2:5][CH2:4][CH2:3]1.C(N(CC)CC)C.[N:63]1([C:68](N2C=CN=C2)=[S:69])C=CN=C1.N.CO. (3) Given the product [Cl:31][C:32]1[CH:37]=[C:36]([N:11]2[C:12]3[C:17](=[CH:16][C:15]([C:19]([N:21]4[CH2:22][CH2:23][N:24]([CH:27]([CH3:28])[CH3:29])[CH2:25][CH2:26]4)=[O:20])=[CH:14][CH:13]=3)[CH:18]=[C:10]2[C:8]([N:5]2[CH2:6][CH2:7][S:2](=[O:1])(=[O:30])[CH2:3][CH2:4]2)=[O:9])[CH:35]=[CH:34][CH:33]=1, predict the reactants needed to synthesize it. The reactants are: [O:1]=[S:2]1(=[O:30])[CH2:7][CH2:6][N:5]([C:8]([C:10]2[NH:11][C:12]3[C:17]([CH:18]=2)=[CH:16][C:15]([C:19]([N:21]2[CH2:26][CH2:25][N:24]([CH:27]([CH3:29])[CH3:28])[CH2:23][CH2:22]2)=[O:20])=[CH:14][CH:13]=3)=[O:9])[CH2:4][CH2:3]1.[Cl:31][C:32]1[CH:33]=[C:34](B(O)O)[CH:35]=[CH:36][CH:37]=1.N1C=CC=CC=1. (4) Given the product [NH2:1][C:2]1[C:11]([C:12]([NH:14][C:15]2[CH:16]=[N:17][CH:18]=[C:19]3[C:24]=2[CH2:23][CH2:22][N+:21]([O-:34])([CH3:25])[CH2:20]3)=[O:13])=[C:5]2[N:6]=[CH:7][C:8]([F:10])=[CH:9][N:4]2[N:3]=1, predict the reactants needed to synthesize it. The reactants are: [NH2:1][C:2]1[C:11]([C:12]([NH:14][C:15]2[C:24]3[CH2:23][CH2:22][N:21]([CH3:25])[CH2:20][C:19]=3[CH:18]=[N:17][CH:16]=2)=[O:13])=[C:5]2[N:6]=[CH:7][C:8]([F:10])=[CH:9][N:4]2[N:3]=1.C1C=C(Cl)C=C(C(OO)=[O:34])C=1. (5) Given the product [F:45][C:42]1([F:46])[CH2:43][CH2:44][CH:39]([CH2:38][N:15]2[C:9]3[C:10](=[N:11][CH:12]=[C:7]([C:6]4[C:2]([CH3:1])=[N:3][O:4][C:5]=4[CH3:22])[CH:8]=3)[C:13]([C:16]3[CH:17]=[N:18][N:19]([CH3:21])[CH:20]=3)=[CH:14]2)[CH2:40][CH2:41]1, predict the reactants needed to synthesize it. The reactants are: [CH3:1][C:2]1[C:6]([C:7]2[CH:8]=[C:9]3[NH:15][CH:14]=[C:13]([C:16]4[CH:17]=[N:18][N:19]([CH3:21])[CH:20]=4)[C:10]3=[N:11][CH:12]=2)=[C:5]([CH3:22])[O:4][N:3]=1.[H-].[Na+].[N+](C1C=CC(S(O[CH2:38][CH:39]2[CH2:44][CH2:43][C:42]([F:46])([F:45])[CH2:41][CH2:40]2)(=O)=O)=CC=1)([O-])=O.O.